Dataset: Forward reaction prediction with 1.9M reactions from USPTO patents (1976-2016). Task: Predict the product of the given reaction. (1) Given the reactants [Br:1][C:2]1[C:8]([F:9])=[CH:7][C:5](N)=[C:4]([O:10][C:11]2[CH:16]=[CH:15][CH:14]=[C:13]([O:17][CH3:18])[CH:12]=2)[CH:3]=1.N(OCCC(C)C)=O.[ClH:27].O, predict the reaction product. The product is: [Br:1][C:2]1[CH:3]=[C:4]([O:10][C:11]2[CH:16]=[CH:15][CH:14]=[C:13]([O:17][CH3:18])[CH:12]=2)[C:5]([Cl:27])=[CH:7][C:8]=1[F:9]. (2) Given the reactants Cl[CH2:2][CH2:3][CH2:4][N:5]1[C:13]2[C:8](=[CH:9][CH:10]=[CH:11][CH:12]=2)[C:7]([C:14](=[O:16])[CH3:15])=[CH:6]1.C(=O)([O-])[O-].[Cs+].[Cs+].[I-].[K+].[NH:25]1[CH2:30][CH2:29][CH:28]([C:31]2[S:32][C:33]3[CH:39]=[CH:38][CH:37]=[CH:36][C:34]=3[N:35]=2)[CH2:27][CH2:26]1, predict the reaction product. The product is: [S:32]1[C:33]2[CH:39]=[CH:38][CH:37]=[CH:36][C:34]=2[N:35]=[C:31]1[CH:28]1[CH2:29][CH2:30][N:25]([CH2:2][CH2:3][CH2:4][N:5]2[C:13]3[C:8](=[CH:9][CH:10]=[CH:11][CH:12]=3)[C:7]([C:14](=[O:16])[CH3:15])=[CH:6]2)[CH2:26][CH2:27]1. (3) Given the reactants [F:1][C:2]1[CH:3]=[C:4]2[C:8](=[CH:9][CH:10]=1)[N:7]([CH2:11][C:12]([O:14]C)=[O:13])[C:6]([CH3:16])=[C:5]2[CH2:17][C:18]1[CH:23]=[CH:22][C:21](=[O:24])[NH:20][N:19]=1.BrCC[CH2:28][C:29]([F:32])([F:31])[F:30].[Li+].[OH-], predict the reaction product. The product is: [F:1][C:2]1[CH:3]=[C:4]2[C:8](=[CH:9][CH:10]=1)[N:7]([CH2:11][C:12]([OH:14])=[O:13])[C:6]([CH3:16])=[C:5]2[CH2:17][C:18]1[CH:23]=[CH:22][C:21](=[O:24])[N:20]([CH2:28][C:29]([F:32])([F:31])[F:30])[N:19]=1. (4) Given the reactants [NH2:1][CH2:2][CH2:3][CH2:4][N:5]([CH2:10][C:11]1[CH:16]=[CH:15][CH:14]=[C:13]([C:17]2[CH:22]=[CH:21][N:20]=[C:19]([NH:23][CH2:24][CH2:25][C:26]3[CH:31]=[CH:30][C:29]([OH:32])=[CH:28][CH:27]=3)[N:18]=2)[CH:12]=1)[S:6]([CH3:9])(=[O:8])=[O:7].[Cl:33][C:34]1[CH:35]=[C:36]([CH:40]=[CH:41][CH:42]=1)[C:37](O)=[O:38], predict the reaction product. The product is: [Cl:33][C:34]1[CH:35]=[C:36]([CH:40]=[CH:41][CH:42]=1)[C:37]([NH:1][CH2:2][CH2:3][CH2:4][N:5]([CH2:10][C:11]1[CH:16]=[CH:15][CH:14]=[C:13]([C:17]2[CH:22]=[CH:21][N:20]=[C:19]([NH:23][CH2:24][CH2:25][C:26]3[CH:27]=[CH:28][C:29]([OH:32])=[CH:30][CH:31]=3)[N:18]=2)[CH:12]=1)[S:6]([CH3:9])(=[O:8])=[O:7])=[O:38].